Dataset: Full USPTO retrosynthesis dataset with 1.9M reactions from patents (1976-2016). Task: Predict the reactants needed to synthesize the given product. (1) Given the product [Cl:39][C:40]1[CH:45]=[CH:44][C:43]([C:46]2[C:47]([CH2:55][O:56][C:57]3[CH:62]=[CH:61][C:60]([CH2:63][CH2:64][C:65]([OH:67])=[O:66])=[C:59]([CH3:70])[C:58]=3[CH3:71])=[C:48]([C:51]([F:54])([F:52])[F:53])[S:49][CH:50]=2)=[CH:42][CH:41]=1, predict the reactants needed to synthesize it. The reactants are: CS(OCC1C(C2C=CC(Cl)=CC=2)=CSC=1C(F)(F)F)(=O)=O.CC1C(C)=C(O)C=CC=1CCC(OCC)=O.[Cl:39][C:40]1[CH:45]=[CH:44][C:43]([C:46]2[C:47]([CH2:55][O:56][C:57]3[CH:62]=[CH:61][C:60]([CH2:63][CH2:64][C:65]([O:67]CC)=[O:66])=[C:59]([CH3:70])[C:58]=3[CH3:71])=[C:48]([C:51]([F:54])([F:53])[F:52])[S:49][CH:50]=2)=[CH:42][CH:41]=1. (2) The reactants are: C(Cl)CCl.[CH3:5][N:6]([CH3:11])[S:7]([NH2:10])(=[O:9])=[O:8].[CH:12]1([C@H:16]([NH:18][C:19]2[N:27]=[C:26]([C:28](O)=[O:29])[N:25]=[C:24]3[C:20]=2[N:21]([CH2:31][C@H:32]2[CH2:37][CH2:36][C@H:35]([CH3:38])[CH2:34][CH2:33]2)[CH:22]=[N:23]3)[CH3:17])[CH2:15][CH2:14][CH2:13]1. Given the product [CH:12]1([C@H:16]([NH:18][C:19]2[N:27]=[C:26]([C:28]([NH:10][S:7](=[O:9])(=[O:8])[N:6]([CH3:11])[CH3:5])=[O:29])[N:25]=[C:24]3[C:20]=2[N:21]([CH2:31][C@H:32]2[CH2:33][CH2:34][C@H:35]([CH3:38])[CH2:36][CH2:37]2)[CH:22]=[N:23]3)[CH3:17])[CH2:15][CH2:14][CH2:13]1, predict the reactants needed to synthesize it. (3) Given the product [CH2:22]([O:1][C:2]1[CH:3]=[CH:4][C:5]([CH2:8][NH:9][C:10](=[O:18])[C:11]2[CH:16]=[CH:15][CH:14]=[N:13][C:12]=2[NH2:17])=[CH:6][CH:7]=1)[CH:21]=[CH2:20], predict the reactants needed to synthesize it. The reactants are: [OH:1][C:2]1[CH:7]=[CH:6][C:5]([CH2:8][NH:9][C:10](=[O:18])[C:11]2[CH:16]=[CH:15][CH:14]=[N:13][C:12]=2[NH2:17])=[CH:4][CH:3]=1.Br[CH2:20][CH:21]=[CH2:22].C(=O)([O-])[O-].[Cs+].[Cs+].CN(C=O)C. (4) Given the product [CH2:2]([O:4][C:5](=[O:17])[C@H:6]([CH2:8][S:9][CH2:10][C:11]1[CH:16]=[CH:15][CH:14]=[CH:13][CH:12]=1)[NH:7][C:28](=[O:29])[C:26]([NH:25][C:18]([O:20][C:21]([CH3:24])([CH3:23])[CH3:22])=[O:19])([CH3:31])[CH3:27])[CH3:3], predict the reactants needed to synthesize it. The reactants are: Cl.[CH2:2]([O:4][C:5](=[O:17])[C@H:6]([CH2:8][S:9][CH2:10][C:11]1[CH:16]=[CH:15][CH:14]=[CH:13][CH:12]=1)[NH2:7])[CH3:3].[C:18]([NH:25][C:26]([CH3:31])([C:28](O)=[O:29])[CH3:27])([O:20][C:21]([CH3:24])([CH3:23])[CH3:22])=[O:19].C(N(CC)CC)C.ON1C2C=CC=CC=2N=N1.CCN=C=NCCCN(C)C.Cl. (5) The reactants are: [CH3:1][C:2]([CH3:7])([CH3:6])[CH2:3][CH:4]=O.[CH2:8]([NH2:11])[CH2:9][CH3:10].[S-:12][C:13]#[N:14].[K+].II.S(S([O-])=O)([O-])(=O)=O.[Na+].[Na+]. Given the product [C:2]([C:3]1[S:12][C:13](=[NH:14])[N:11]([CH2:8][CH2:9][CH3:10])[CH:4]=1)([CH3:7])([CH3:6])[CH3:1], predict the reactants needed to synthesize it. (6) Given the product [CH2:24]([O:26][C:27]([C:29]1([C:32]2[CH:37]=[CH:36][C:35]([C:2]3[CH:7]=[CH:6][C:5]([C:8]4[O:12][N:11]=[C:10]([CH3:13])[C:9]=4[NH:14][CH2:15][CH2:16][CH2:17][C:18]4[CH:23]=[CH:22][CH:21]=[CH:20][CH:19]=4)=[CH:4][CH:3]=3)=[CH:34][CH:33]=2)[CH2:30][CH2:31]1)=[O:28])[CH3:25], predict the reactants needed to synthesize it. The reactants are: Br[C:2]1[CH:7]=[CH:6][C:5]([C:8]2[O:12][N:11]=[C:10]([CH3:13])[C:9]=2[NH:14][CH2:15][CH2:16][CH2:17][C:18]2[CH:23]=[CH:22][CH:21]=[CH:20][CH:19]=2)=[CH:4][CH:3]=1.[CH2:24]([O:26][C:27]([C:29]1([C:32]2[CH:37]=[CH:36][C:35](B3OC(C)(C)C(C)(C)O3)=[CH:34][CH:33]=2)[CH2:31][CH2:30]1)=[O:28])[CH3:25]. (7) Given the product [ClH:47].[ClH:47].[CH3:33][N:15]1[CH2:14][CH2:13][N:12]([C:16]2[C:25]3[CH:24]=[C:23]([CH3:26])[S:22][C:21]=3[NH:20][C:19]3[CH:27]=[CH:28][CH:29]=[CH:30][C:18]=3[N:17]=2)[CH2:11][C@@H:10]1[CH2:9][CH2:8][O:1][C:2]1[CH:7]=[CH:6][CH:5]=[CH:4][CH:3]=1, predict the reactants needed to synthesize it. The reactants are: [O:1]([CH2:8][CH2:9][C@@H:10]1[NH:15][CH2:14][CH2:13][N:12]([C:16]2[C:25]3[CH:24]=[C:23]([CH3:26])[S:22][C:21]=3[NH:20][C:19]3[CH:27]=[CH:28][CH:29]=[CH:30][C:18]=3[N:17]=2)[CH2:11]1)[C:2]1[CH:7]=[CH:6][CH:5]=[CH:4][CH:3]=1.C=O.[C:33](O[BH-](OC(=O)C)OC(=O)C)(=O)C.[Na+].[Cl:47]C(Cl)C. (8) Given the product [NH2:1][C:4]1[C:5]([OH:23])=[CH:6][C:7]2[O:11][C:10]([C:12]3[CH:21]=[CH:20][C:15]([C:16]([O:18][CH3:19])=[O:17])=[CH:14][CH:13]=3)=[N:9][C:8]=2[CH:22]=1, predict the reactants needed to synthesize it. The reactants are: [N+:1]([C:4]1[C:5]([OH:23])=[CH:6][C:7]2[O:11][C:10]([C:12]3[CH:21]=[CH:20][C:15]([C:16]([O:18][CH3:19])=[O:17])=[CH:14][CH:13]=3)=[N:9][C:8]=2[CH:22]=1)([O-])=O.O.NN. (9) Given the product [NH2:57][C:43]1[N:44]=[CH:45][C:46]([C:7]2[CH2:8][CH:9]3[N:14]([C:15]([O:17][C:18]([CH3:19])([CH3:20])[CH3:21])=[O:16])[CH:12]([CH:13]=2)[CH2:11][CH2:10]3)=[CH:47][C:42]=1[C:41]1[N:37]([C:31]2[CH:32]=[CH:33][CH:34]=[C:35]([F:36])[C:30]=2[F:29])[N:38]=[N:39][N:40]=1, predict the reactants needed to synthesize it. The reactants are: FC(F)(F)S(O[C:7]1[CH2:8][CH:9]2[N:14]([C:15]([O:17][C:18]([CH3:21])([CH3:20])[CH3:19])=[O:16])[CH:12]([CH:13]=1)[CH2:11][CH2:10]2)(=O)=O.C([O-])(O)=O.[Na+].[F:29][C:30]1[C:35]([F:36])=[CH:34][CH:33]=[CH:32][C:31]=1[N:37]1[C:41]([C:42]2[C:43]([NH2:57])=[N:44][CH:45]=[C:46](B3OC(C)(C)C(C)(C)O3)[CH:47]=2)=[N:40][N:39]=[N:38]1.